From a dataset of Forward reaction prediction with 1.9M reactions from USPTO patents (1976-2016). Predict the product of the given reaction. (1) Given the reactants [I:1]N1C(=O)CCC1=O.[Cl:9][C:10]1[CH:15]=[CH:14][C:13]([N+:16]([O-:18])=[O:17])=[CH:12][CH:11]=1, predict the reaction product. The product is: [Cl:9][C:10]1[CH:15]=[CH:14][C:13]([N+:16]([O-:18])=[O:17])=[CH:12][C:11]=1[I:1]. (2) Given the reactants [Si:1]([O:8][CH2:9][CH:10]([C:12]1[CH:13]=[C:14](B(O)O)[C:15]([F:18])=[N:16][CH:17]=1)[CH3:11])([C:4]([CH3:7])([CH3:6])[CH3:5])([CH3:3])[CH3:2].Cl[C:23]1[N:28]=[C:27]([CH3:29])[N:26]=[C:25]([NH2:30])[N:24]=1.C([O-])(=O)C.[K+], predict the reaction product. The product is: [Si:1]([O:8][CH2:9][CH:10]([C:12]1[CH:13]=[C:14]([C:23]2[N:28]=[C:27]([CH3:29])[N:26]=[C:25]([NH2:30])[N:24]=2)[C:15]([F:18])=[N:16][CH:17]=1)[CH3:11])([C:4]([CH3:7])([CH3:6])[CH3:5])([CH3:3])[CH3:2]. (3) Given the reactants [F:1][C:2]([F:21])([F:20])[C:3]1[CH:4]=[C:5]([C:9]2[NH:18][C:17](=O)[C:16]3[C:11](=[N:12][CH:13]=[CH:14][N:15]=3)[N:10]=2)[CH:6]=[CH:7][CH:8]=1.[NH2:22][C:23]1[CH:28]=[CH:27][N:26]=[CH:25][CH:24]=1.C(N(C1C=CN=CC=1)C1C2C(=NC=CN=2)N=C(C2C=C(Br)C=CC=2F)N=1)CCC, predict the reaction product. The product is: [F:1][C:2]([F:21])([F:20])[C:3]1[CH:4]=[C:5]([C:9]2[N:18]=[C:17]([NH:22][C:23]3[CH:28]=[CH:27][N:26]=[CH:25][CH:24]=3)[C:16]3[C:11](=[N:12][CH:13]=[CH:14][N:15]=3)[N:10]=2)[CH:6]=[CH:7][CH:8]=1. (4) Given the reactants [Cl:1][C:2]1[CH:33]=[CH:32][C:5]([CH2:6][NH:7][C:8]([C:10]2[C:11](=[O:31])[C:12]3[CH:19]=[C:18]([CH2:20][O:21][CH2:22][C:23](=O)[C:24]4[CH:29]=[CH:28][CH:27]=[CH:26][CH:25]=4)[S:17][C:13]=3[N:14]([CH3:16])[CH:15]=2)=[O:9])=[CH:4][CH:3]=1.[CH2:34]([NH2:37])[CH2:35][CH3:36].CCOC(C)=O, predict the reaction product. The product is: [Cl:1][C:2]1[CH:33]=[CH:32][C:5]([CH2:6][NH:7][C:8]([C:10]2[C:11](=[O:31])[C:12]3[CH:19]=[C:18]([CH2:20][O:21][CH2:22][CH:23]([C:24]4[CH:25]=[CH:26][CH:27]=[CH:28][CH:29]=4)[NH:37][CH2:34][CH2:35][CH3:36])[S:17][C:13]=3[N:14]([CH3:16])[CH:15]=2)=[O:9])=[CH:4][CH:3]=1.